This data is from Forward reaction prediction with 1.9M reactions from USPTO patents (1976-2016). The task is: Predict the product of the given reaction. Given the reactants [C:1]([O:5][C:6]([N:8]1[CH2:13][CH:12]=[C:11]([CH:14]([C:22]([OH:24])=[O:23])[C:15]2[CH:20]=[CH:19][C:18]([F:21])=[CH:17][CH:16]=2)[CH2:10][CH2:9]1)=[O:7])([CH3:4])([CH3:3])[CH3:2], predict the reaction product. The product is: [C:1]([O:5][C:6]([N:8]1[CH2:9][CH2:10][CH:11]([CH:14]([C:22]([OH:24])=[O:23])[C:15]2[CH:20]=[CH:19][C:18]([F:21])=[CH:17][CH:16]=2)[CH2:12][CH2:13]1)=[O:7])([CH3:4])([CH3:2])[CH3:3].